This data is from Forward reaction prediction with 1.9M reactions from USPTO patents (1976-2016). The task is: Predict the product of the given reaction. (1) Given the reactants FC(F)(F)S(O[C:7]1[C@:8]2([CH2:24][CH2:23][C@H:22]3[C@@H:13]([CH2:14][CH2:15][C:16]4[CH:17]=[C:18]([O:25][CH2:26][C:27]([O:29]CC5C=CC=CC=5)=[O:28])[CH:19]=[CH:20][C:21]=43)[C@@H:10]2[CH2:11][CH:12]=1)[CH3:9])(=O)=O.[N:39]1[CH:44]=[C:43](B(O)O)[CH:42]=[N:41][CH:40]=1, predict the reaction product. The product is: [N:39]1[CH:44]=[C:43]([C:7]2[C@:8]3([CH2:24][CH2:23][C@H:22]4[C@@H:13]([CH2:14][CH2:15][C:20]5[CH:19]=[C:18]([O:25][CH2:26][C:27]([OH:29])=[O:28])[CH:17]=[CH:16][C:21]=54)[C@@H:10]3[CH2:11][CH:12]=2)[CH3:9])[CH:42]=[N:41][CH:40]=1. (2) Given the reactants [F:1][C:2]1[CH:25]=[CH:24][CH:23]=[C:22]([O:26][CH3:27])[C:3]=1[O:4][C:5]1[CH:10]=[CH:9][C:8]([CH:11]=O)=[CH:7][C:6]=1[NH:13][C:14]([NH:16][C:17]1[S:18][CH:19]=[CH:20][N:21]=1)=[O:15].[NH:28]1[CH2:33][CH2:32][O:31][CH2:30][CH2:29]1, predict the reaction product. The product is: [F:1][C:2]1[CH:25]=[CH:24][CH:23]=[C:22]([O:26][CH3:27])[C:3]=1[O:4][C:5]1[CH:10]=[CH:9][C:8]([CH2:11][N:28]2[CH2:33][CH2:32][O:31][CH2:30][CH2:29]2)=[CH:7][C:6]=1[NH:13][C:14]([NH:16][C:17]1[S:18][CH:19]=[CH:20][N:21]=1)=[O:15].